Dataset: Forward reaction prediction with 1.9M reactions from USPTO patents (1976-2016). Task: Predict the product of the given reaction. (1) Given the reactants [CH3:1][O:2][C:3]([CH:5]1[CH2:9][CH:8]([NH:10][CH2:11][C:12]2[CH:17]=[CH:16][CH:15]=[CH:14][CH:13]=2)[CH2:7][N:6]1[C:18]([O:20][C:21]([CH3:24])([CH3:23])[CH3:22])=[O:19])=[O:4].[C:25](Cl)([O:27][CH2:28][C:29]([Cl:32])([Cl:31])[Cl:30])=[O:26], predict the reaction product. The product is: [CH3:1][O:2][C:3]([CH:5]1[CH2:9][CH:8]([N:10]([CH2:11][C:12]2[CH:17]=[CH:16][CH:15]=[CH:14][CH:13]=2)[C:25]([O:27][CH2:28][C:29]([Cl:32])([Cl:31])[Cl:30])=[O:26])[CH2:7][N:6]1[C:18]([O:20][C:21]([CH3:24])([CH3:23])[CH3:22])=[O:19])=[O:4]. (2) Given the reactants [C:1]([O:5][C:6](=[O:32])[NH:7][CH2:8][CH2:9][CH2:10][CH2:11][C:12]1[CH:17]=[CH:16][C:15]([O:18][CH2:19][CH2:20][NH:21]C(OCC2C=CC=CC=2)=O)=[CH:14][CH:13]=1)([CH3:4])([CH3:3])[CH3:2].[H][H].C(Cl)Cl.C1COCC1, predict the reaction product. The product is: [C:1]([O:5][C:6](=[O:32])[NH:7][CH2:8][CH2:9][CH2:10][CH2:11][C:12]1[CH:13]=[CH:14][C:15]([O:18][CH2:19][CH2:20][NH2:21])=[CH:16][CH:17]=1)([CH3:4])([CH3:2])[CH3:3]. (3) Given the reactants [CH2:1]([O:8][C:9](=[O:47])[NH:10][C:11]12[CH2:19][CH2:18][CH:15]([CH2:16][CH2:17]1)[CH2:14][N:13]1[C:20](=[O:46])[C:21]([O:38][CH2:39][C:40]3[CH:45]=[CH:44][CH:43]=[CH:42][CH:41]=3)=[C:22]([C:24](=O)[NH:25][CH:26]([C:35]#[N:36])[CH2:27][C:28]3[CH:33]=[CH:32][C:31]([F:34])=[CH:30][CH:29]=3)[N:23]=[C:12]21)[C:2]1[CH:7]=[CH:6][CH:5]=[CH:4][CH:3]=1.C(Cl)(Cl)(Cl)[Cl:49].C1(P(C2C=CC=CC=2)C2C=CC=CC=2)C=CC=CC=1, predict the reaction product. The product is: [CH2:1]([O:8][C:9](=[O:47])[NH:10][C:11]12[CH2:17][CH2:16][CH:15]([CH2:18][CH2:19]1)[CH2:14][N:13]1[C:20](=[O:46])[C:21]([O:38][CH2:39][C:40]3[CH:45]=[CH:44][CH:43]=[CH:42][CH:41]=3)=[C:22]([C:24]3[NH:25][C:26]([CH2:27][C:28]4[CH:29]=[CH:30][C:31]([F:34])=[CH:32][CH:33]=4)=[C:35]([Cl:49])[N:36]=3)[N:23]=[C:12]21)[C:2]1[CH:3]=[CH:4][CH:5]=[CH:6][CH:7]=1.